Task: Regression. Given a peptide amino acid sequence and an MHC pseudo amino acid sequence, predict their binding affinity value. This is MHC class I binding data.. Dataset: Peptide-MHC class I binding affinity with 185,985 pairs from IEDB/IMGT (1) The peptide sequence is QPKPGTRMVM. The binding affinity (normalized) is 0.804. The MHC is HLA-B07:02 with pseudo-sequence HLA-B07:02. (2) The peptide sequence is RLFDFFSRV. The MHC is HLA-A02:01 with pseudo-sequence HLA-A02:01. The binding affinity (normalized) is 1.00. (3) The peptide sequence is WAPEGDIRL. The MHC is HLA-A11:01 with pseudo-sequence HLA-A11:01. The binding affinity (normalized) is 0.0847. (4) The peptide sequence is EVAEKDAMY. The MHC is HLA-A02:01 with pseudo-sequence HLA-A02:01. The binding affinity (normalized) is 0.0847. (5) The peptide sequence is ITDEINQIK. The MHC is HLA-A02:19 with pseudo-sequence HLA-A02:19. The binding affinity (normalized) is 0.0847. (6) The peptide sequence is LKEPCPSGTY. The MHC is HLA-A26:01 with pseudo-sequence HLA-A26:01. The binding affinity (normalized) is 0.205. (7) The peptide sequence is SEQAAEAMEV. The MHC is HLA-B40:01 with pseudo-sequence HLA-B40:01. The binding affinity (normalized) is 0.271. (8) The peptide sequence is KSPLGAPM. The MHC is Mamu-B17 with pseudo-sequence Mamu-B17. The binding affinity (normalized) is 0.